From a dataset of Forward reaction prediction with 1.9M reactions from USPTO patents (1976-2016). Predict the product of the given reaction. (1) Given the reactants [NH2:1][C:2]1[C:17]([Cl:18])=[CH:16][C:15]([Cl:19])=[CH:14][C:3]=1[C:4]([N:6]=[S:7]([CH:11]([CH3:13])[CH3:12])[CH:8]([CH3:10])[CH3:9])=[O:5].C(=O)([O-])[O-].[K+].[K+].[Cl:26][C:27]1[C:28]([N:33]2[C:37]([C:38](Cl)=[O:39])=[CH:36][C:35]([C:41]([F:44])([F:43])[F:42])=[N:34]2)=[N:29][CH:30]=[CH:31][CH:32]=1.O, predict the reaction product. The product is: [Cl:26][C:27]1[C:28]([N:33]2[C:37]([C:38]([NH:1][C:2]3[C:3]([C:4](=[O:5])[N:6]=[S:7]([CH:11]([CH3:13])[CH3:12])[CH:8]([CH3:9])[CH3:10])=[CH:14][C:15]([Cl:19])=[CH:16][C:17]=3[Cl:18])=[O:39])=[CH:36][C:35]([C:41]([F:44])([F:42])[F:43])=[N:34]2)=[N:29][CH:30]=[CH:31][CH:32]=1. (2) Given the reactants [F:1][C:2]1[CH:7]=[CH:6][C:5]([F:8])=[CH:4][C:3]=1B(O)O.[I:12][C:13]1[N:14]=[CH:15][NH:16][CH:17]=1, predict the reaction product. The product is: [F:1][C:2]1[CH:7]=[CH:6][C:5]([F:8])=[CH:4][C:3]=1[N:16]1[CH:17]=[C:13]([I:12])[N:14]=[CH:15]1. (3) Given the reactants S(Cl)([Cl:3])=O.[NH2:5][C@@H:6]([C:14]([OH:16])=[O:15])[CH2:7][C:8]1[CH:13]=[CH:12][CH:11]=[CH:10][CH:9]=1.N.[CH3:18]O, predict the reaction product. The product is: [ClH:3].[CH3:18][O:15][C:14](=[O:16])[C@@H:6]([CH2:7][C:8]1[CH:13]=[CH:12][CH:11]=[CH:10][CH:9]=1)[NH2:5]. (4) Given the reactants CC(C)([O-])C.[K+].[C:7]1(=[N:12][OH:13])[CH2:11][CH2:10][CH2:9][CH2:8]1.F[C:15]1[CH:20]=[CH:19][C:18]([N+:21]([O-:23])=[O:22])=[CH:17][CH:16]=1, predict the reaction product. The product is: [N+:21]([C:18]1[CH:19]=[CH:20][C:15]([O:13][N:12]=[C:7]2[CH2:11][CH2:10][CH2:9][CH2:8]2)=[CH:16][CH:17]=1)([O-:23])=[O:22]. (5) Given the reactants [NH2:1][C:2]1[C:3]([C:14]([O:16][CH3:17])=[O:15])=[N:4][C:5]([O:12][CH3:13])=[C:6]([C:8]([F:11])([F:10])[F:9])[CH:7]=1.CCN(C(C)C)C(C)C.[CH3:27][C:28]([O:31][C:32](O[C:32]([O:31][C:28]([CH3:30])([CH3:29])[CH3:27])=[O:33])=[O:33])([CH3:30])[CH3:29], predict the reaction product. The product is: [C:28]([O:31][C:32]([NH:1][C:2]1[C:3]([C:14]([O:16][CH3:17])=[O:15])=[N:4][C:5]([O:12][CH3:13])=[C:6]([C:8]([F:9])([F:10])[F:11])[CH:7]=1)=[O:33])([CH3:30])([CH3:29])[CH3:27]. (6) Given the reactants [OH:1][CH2:2][C@@H:3]([NH:18]C(=O)OC(C)(C)C)[C@H:4]([C:8]1[CH:13]=[CH:12][C:11]([C:14]([F:17])([F:16])[F:15])=[CH:10][CH:9]=1)/[CH:5]=[CH:6]/[CH3:7].C(O)(C(F)(F)F)=O, predict the reaction product. The product is: [NH2:18][C@@H:3]([C@H:4]([C:8]1[CH:9]=[CH:10][C:11]([C:14]([F:15])([F:16])[F:17])=[CH:12][CH:13]=1)/[CH:5]=[CH:6]/[CH3:7])[CH2:2][OH:1]. (7) Given the reactants [Cl:1][C:2]1[CH:3]=[C:4]([CH:11]=[CH:12][C:13]=1[CH2:14][CH:15]1[CH2:19][CH2:18][N:17]([CH:20]2[CH2:25][CH2:24][C:23]([OH:27])([CH3:26])[CH2:22][CH2:21]2)[C:16]1=[O:28])[O:5][CH2:6][C:7]([O:9]C)=O.[F:29][C:30]([F:40])([F:39])[C:31]1[CH:36]=[CH:35][C:34]([CH2:37][NH2:38])=[CH:33][CH:32]=1, predict the reaction product. The product is: [Cl:1][C:2]1[CH:3]=[C:4]([CH:11]=[CH:12][C:13]=1[CH2:14][CH:15]1[CH2:19][CH2:18][N:17]([CH:20]2[CH2:21][CH2:22][C:23]([OH:27])([CH3:26])[CH2:24][CH2:25]2)[C:16]1=[O:28])[O:5][CH2:6][C:7]([NH:38][CH2:37][C:34]1[CH:33]=[CH:32][C:31]([C:30]([F:29])([F:39])[F:40])=[CH:36][CH:35]=1)=[O:9]. (8) Given the reactants [S:1]1[CH:5]=[CH:4][C:3]([C:6]([O:8][CH3:9])=[O:7])=[CH:2]1.Cl[S:11]([OH:14])(=[O:13])=[O:12], predict the reaction product. The product is: [CH3:9][O:8][C:6]([C:3]1[CH:4]=[C:5]([S:11]([OH:14])(=[O:13])=[O:12])[S:1][CH:2]=1)=[O:7].